This data is from Full USPTO retrosynthesis dataset with 1.9M reactions from patents (1976-2016). The task is: Predict the reactants needed to synthesize the given product. Given the product [C:1]([O:5][N:6]=[C:7]1[C:16]2[C:11](=[CH:12][C:13]([C:17]#[C:18][C:19]3[CH:24]=[CH:23][CH:22]=[C:21]([NH:25][CH3:39])[CH:20]=3)=[CH:14][CH:15]=2)[O:10][C:9]([C:26]2[N:27]=[CH:28][C:29]3[C:34]([CH:35]=2)=[CH:33][CH:32]=[CH:31][CH:30]=3)=[CH:8]1)([CH3:4])([CH3:2])[CH3:3], predict the reactants needed to synthesize it. The reactants are: [C:1]([O:5][N:6]=[C:7]1[C:16]2[C:11](=[CH:12][C:13]([C:17]#[C:18][C:19]3[CH:24]=[CH:23][CH:22]=[C:21]([NH2:25])[CH:20]=3)=[CH:14][CH:15]=2)[O:10][C:9]([C:26]2[N:27]=[CH:28][C:29]3[C:34]([CH:35]=2)=[CH:33][CH:32]=[CH:31][CH:30]=3)=[CH:8]1)([CH3:4])([CH3:3])[CH3:2].[H-].[Na+].I[CH3:39].